Predict the product of the given reaction. From a dataset of Forward reaction prediction with 1.9M reactions from USPTO patents (1976-2016). Given the reactants [OH:1][C:2]1[CH:26]=[C:25]([O:27][CH2:28][CH:29]([CH3:31])[CH3:30])[CH:24]=[CH:23][C:3]=1[C:4]([C:6]1[CH:7]=[CH:8][C:9]([O:18][CH2:19][CH:20]([CH3:22])[CH3:21])=[C:10]([CH2:12][CH2:13][C:14]([O:16]C)=[O:15])[CH:11]=1)=[O:5].[OH-].[Na+].C(Cl)(Cl)Cl.Cl, predict the reaction product. The product is: [OH:1][C:2]1[CH:26]=[C:25]([O:27][CH2:28][CH:29]([CH3:31])[CH3:30])[CH:24]=[CH:23][C:3]=1[C:4]([C:6]1[CH:7]=[CH:8][C:9]([O:18][CH2:19][CH:20]([CH3:22])[CH3:21])=[C:10]([CH2:12][CH2:13][C:14]([OH:16])=[O:15])[CH:11]=1)=[O:5].